Dataset: Retrosynthesis with 50K atom-mapped reactions and 10 reaction types from USPTO. Task: Predict the reactants needed to synthesize the given product. (1) Given the product Cc1nc(-c2cn(-c3cc(-c4ccc(C(F)(F)F)cc4)cc(C(F)(F)F)n3)cn2)sc1S(=O)(=O)NC(C)(C)C, predict the reactants needed to synthesize it. The reactants are: CCCC[Sn](CCCC)(CCCC)c1cn(-c2cc(-c3ccc(C(F)(F)F)cc3)cc(C(F)(F)F)n2)cn1.Cc1nc(Cl)sc1S(=O)(=O)NC(C)(C)C. (2) Given the product Cc1nc2c(c(C)c(C)n2Cc2ccncc2)c(-c2ccc(Cl)cc2)c1[C@H](OC(C)(C)C)C(=O)O, predict the reactants needed to synthesize it. The reactants are: COC(=O)[C@@H](OC(C)(C)C)c1c(C)nc2c(c(C)c(C)n2Cc2ccncc2)c1-c1ccc(Cl)cc1. (3) Given the product COC(=O)NC(C)(CO)CCc1cccs1, predict the reactants needed to synthesize it. The reactants are: CCOC(=O)C(C)(CCc1cccs1)NC(=O)OC. (4) Given the product CC(C)S(=O)(=O)NC1CCc2cc(CO)ccc21, predict the reactants needed to synthesize it. The reactants are: COC(=O)c1ccc2c(c1)CCC2NS(=O)(=O)C(C)C.